From a dataset of Forward reaction prediction with 1.9M reactions from USPTO patents (1976-2016). Predict the product of the given reaction. (1) Given the reactants CC(OC(N1CCC(C(=O)C2C=CC=C(OC)C=2OC)CC1)=O)(C)C.[CH3:26][O:27][C:28]1[C:33]([O:34][CH3:35])=[CH:32][CH:31]=[CH:30][C:29]=1[C:36]1([CH:42]=[O:43])[CH2:41][CH2:40][NH:39][CH2:38][CH2:37]1.[F:44][C:45]([F:50])([F:49])[C:46]([OH:48])=[O:47], predict the reaction product. The product is: [F:44][C:45]([F:50])([F:49])[C:46]([OH:48])=[O:47].[CH3:26][O:27][C:28]1[C:33]([O:34][CH3:35])=[CH:32][CH:31]=[CH:30][C:29]=1[C:36]1([CH:42]=[O:43])[CH2:41][CH2:40][NH:39][CH2:38][CH2:37]1. (2) Given the reactants C(=O)([O-])[O-].[K+].[K+].I[C:8]1[CH:13]=[CH:12][C:11]([OH:14])=[CH:10][CH:9]=1.[CH3:15][C@@:16]([S:39]([CH3:42])(=[O:41])=[O:40])([CH2:22][CH2:23][C:24]1[CH:29]=[CH:28][C:27](B2OC(C)(C)C(C)(C)O2)=[CH:26][CH:25]=1)[C:17]([O:19][CH2:20][CH3:21])=[O:18], predict the reaction product. The product is: [OH:14][C:11]1[CH:12]=[CH:13][C:8]([C:27]2[CH:26]=[CH:25][C:24]([CH2:23][CH2:22][C@@:16]([CH3:15])([S:39]([CH3:42])(=[O:41])=[O:40])[C:17]([O:19][CH2:20][CH3:21])=[O:18])=[CH:29][CH:28]=2)=[CH:9][CH:10]=1. (3) Given the reactants Cl.Cl[CH2:3][CH2:4][N:5]1[CH2:10][CH2:9][CH2:8][CH2:7][CH2:6]1.[OH:11][C:12]1[CH:21]=[C:20]2[C:15]([C:16]([O:22][C:23]3[CH:28]=[CH:27][CH:26]=[CH:25][CH:24]=3)=[N:17][CH:18]=[N:19]2)=[CH:14][C:13]=1[O:29][CH3:30].C(=O)([O-])[O-].[K+].[K+], predict the reaction product. The product is: [CH3:30][O:29][C:13]1[CH:14]=[C:15]2[C:20](=[CH:21][C:12]=1[O:11][CH2:3][CH2:4][N:5]1[CH2:10][CH2:9][CH2:8][CH2:7][CH2:6]1)[N:19]=[CH:18][N:17]=[C:16]2[O:22][C:23]1[CH:24]=[CH:25][CH:26]=[CH:27][CH:28]=1.